Dataset: NCI-60 drug combinations with 297,098 pairs across 59 cell lines. Task: Regression. Given two drug SMILES strings and cell line genomic features, predict the synergy score measuring deviation from expected non-interaction effect. (1) Drug 1: C1CN1C2=NC(=NC(=N2)N3CC3)N4CC4. Drug 2: CC1C(C(CC(O1)OC2CC(CC3=C2C(=C4C(=C3O)C(=O)C5=C(C4=O)C(=CC=C5)OC)O)(C(=O)CO)O)N)O.Cl. Cell line: MOLT-4. Synergy scores: CSS=70.9, Synergy_ZIP=-1.81, Synergy_Bliss=-3.45, Synergy_Loewe=-1.21, Synergy_HSA=1.35. (2) Drug 2: CC12CCC3C(C1CCC2OP(=O)(O)O)CCC4=C3C=CC(=C4)OC(=O)N(CCCl)CCCl.[Na+]. Drug 1: C1CN1C2=NC(=NC(=N2)N3CC3)N4CC4. Synergy scores: CSS=9.76, Synergy_ZIP=-3.82, Synergy_Bliss=-2.46, Synergy_Loewe=-2.43, Synergy_HSA=-0.773. Cell line: HS 578T. (3) Drug 1: CCN(CC)CCNC(=O)C1=C(NC(=C1C)C=C2C3=C(C=CC(=C3)F)NC2=O)C. Drug 2: CN(C(=O)NC(C=O)C(C(C(CO)O)O)O)N=O. Cell line: MOLT-4. Synergy scores: CSS=0.361, Synergy_ZIP=-0.475, Synergy_Bliss=-3.33, Synergy_Loewe=-1.10, Synergy_HSA=-4.85. (4) Drug 1: C1CN1P(=S)(N2CC2)N3CC3. Drug 2: CN1C(=O)N2C=NC(=C2N=N1)C(=O)N. Cell line: DU-145. Synergy scores: CSS=24.0, Synergy_ZIP=6.00, Synergy_Bliss=9.90, Synergy_Loewe=-12.4, Synergy_HSA=2.76.